This data is from Forward reaction prediction with 1.9M reactions from USPTO patents (1976-2016). The task is: Predict the product of the given reaction. (1) Given the reactants [CH3:1][O:2][C:3]1[CH:4]=[C:5]2[C:10](=[C:11]([O:13][CH3:14])[CH:12]=1)[CH:9]=[N:8][C:7]([C:15]1[CH:20]=[C:19]([CH3:21])[C:18]([OH:22])=[C:17]([CH3:23])[CH:16]=1)=[CH:6]2.O[CH2:25][CH2:26][N:27]1[CH2:32][CH2:31][O:30][CH2:29][CH2:28]1.C(N(CC)C(C)C)(C)C.CCOC(/N=N/C(OCC)=O)=O, predict the reaction product. The product is: [CH3:23][C:17]1[CH:16]=[C:15]([C:7]2[N:8]=[CH:9][C:10]3[C:5]([CH:6]=2)=[CH:4][C:3]([O:2][CH3:1])=[CH:12][C:11]=3[O:13][CH3:14])[CH:20]=[C:19]([CH3:21])[C:18]=1[O:22][CH2:25][CH2:26][N:27]1[CH2:32][CH2:31][O:30][CH2:29][CH2:28]1. (2) Given the reactants [CH3:1][C:2]1[CH:3]=[C:4]([CH2:11][CH:12]([NH:16][C:17]([N:19]2[CH2:24][CH2:23][CH:22]([N:25]3[CH2:34][C:33]4[C:28](=[CH:29][CH:30]=[CH:31][CH:32]=4)[NH:27][C:26]3=[O:35])[CH2:21][CH2:20]2)=[O:18])[C:13](O)=[O:14])[CH:5]=[C:6]2[C:10]=1[NH:9][N:8]=[CH:7]2.[N:36]1([CH:42]2[CH2:47][CH2:46][NH:45][CH2:44][CH2:43]2)[CH2:41][CH2:40][CH2:39][CH2:38][CH2:37]1.C(N(C(C)C)CC)(C)C.C1CN([P+](ON2N=NC3C=CC=CC2=3)(N2CCCC2)N2CCCC2)CC1.F[P-](F)(F)(F)(F)F, predict the reaction product. The product is: [N:36]1([CH:42]2[CH2:47][CH2:46][N:45]([C:13](=[O:14])[CH:12]([NH:16][C:17]([N:19]3[CH2:24][CH2:23][CH:22]([N:25]4[CH2:34][C:33]5[C:28](=[CH:29][CH:30]=[CH:31][CH:32]=5)[NH:27][C:26]4=[O:35])[CH2:21][CH2:20]3)=[O:18])[CH2:11][C:4]3[CH:5]=[C:6]4[C:10](=[C:2]([CH3:1])[CH:3]=3)[NH:9][N:8]=[CH:7]4)[CH2:44][CH2:43]2)[CH2:41][CH2:40][CH2:39][CH2:38][CH2:37]1. (3) Given the reactants [Cl:1][C:2]1[CH:3]=[C:4]([CH:8]=[CH:9][C:10]=1[O:11][CH:12]([CH3:14])[CH3:13])[C:5]([OH:7])=O.C1C=CC2N(O)N=NC=2C=1.O[NH:26][C:27]([C:29]1[CH:30]=[CH:31][C:32]([O:38][CH2:39][O:40][CH2:41][CH2:42][Si:43]([CH3:46])([CH3:45])[CH3:44])=[C:33]2[O:37][CH:36]=[CH:35][C:34]=12)=[NH:28].CCCC[N+](CCCC)(CCCC)CCCC.[F-], predict the reaction product. The product is: [Cl:1][C:2]1[CH:3]=[C:4]([C:5]2[O:7][N:28]=[C:27]([C:29]3[C:34]4[CH:35]=[CH:36][O:37][C:33]=4[C:32]([O:38][CH2:39][O:40][CH2:41][CH2:42][Si:43]([CH3:46])([CH3:45])[CH3:44])=[CH:31][CH:30]=3)[N:26]=2)[CH:8]=[CH:9][C:10]=1[O:11][CH:12]([CH3:14])[CH3:13]. (4) Given the reactants C(OC([N:8]1[CH2:13][CH2:12][N:11]([C:14]2[N:19]=[C:18]([C:20]3[CH:25]=[CH:24][N:23]=[C:22](F)[CH:21]=3)[CH:17]=[C:16]([C:27](=[O:29])[NH2:28])[CH:15]=2)[CH2:10][CH2:9]1)=O)(C)(C)C.[NH2:30][CH2:31][CH2:32][C:33]1[CH:38]=[CH:37][C:36]([OH:39])=[CH:35][CH:34]=1.C(N(C(C)C)C(C)C)C.FC(F)(F)C(O)=O, predict the reaction product. The product is: [OH:39][C:36]1[CH:37]=[CH:38][C:33]([CH2:32][CH2:31][NH:30][C:22]2[CH:21]=[C:20]([C:18]3[CH:17]=[C:16]([C:27]([NH2:28])=[O:29])[CH:15]=[C:14]([N:11]4[CH2:12][CH2:13][NH:8][CH2:9][CH2:10]4)[N:19]=3)[CH:25]=[CH:24][N:23]=2)=[CH:34][CH:35]=1. (5) Given the reactants [C:1]([O:6][CH2:7][CH2:8][OH:9])(=[O:5])[C:2]([CH3:4])=[CH2:3].[C:10]([OH:14])(=[O:13])[CH:11]=[CH2:12].N(C(C1NCCN=1)(C)C)=NC(C1NCCN=1)(C)C.SCCO, predict the reaction product. The product is: [C:1]([O:6][CH2:7][CH2:8][OH:9])(=[O:5])[C:2]([CH3:4])=[CH2:3].[C:10]([OH:14])(=[O:13])[CH:11]=[CH2:12]. (6) Given the reactants C[N:2](C)[CH:3]=[C:4]([C:14]1[CH:19]=[CH:18][N:17]=[C:16]([NH:20][CH:21]([CH3:23])[CH3:22])[N:15]=1)[C:5]([C:7]1[CH:12]=[CH:11][C:10]([F:13])=[CH:9][CH:8]=1)=O.O.[NH2:26]N, predict the reaction product. The product is: [F:13][C:10]1[CH:11]=[CH:12][C:7]([C:5]2[C:4]([C:14]3[CH:19]=[CH:18][N:17]=[C:16]([NH:20][CH:21]([CH3:23])[CH3:22])[N:15]=3)=[CH:3][NH:2][N:26]=2)=[CH:8][CH:9]=1. (7) Given the reactants [CH3:1][C:2]1([CH3:37])[C:11]2[C:6](=[CH:7][C:8]([NH:12][C:13]([N:15]3[CH2:20][CH2:19][N:18]([C:21]4[C:26]([C:27]([F:30])([F:29])[F:28])=[CH:25][CH:24]=[CH:23][N:22]=4)[CH2:17][CH2:16]3)=[O:14])=[CH:9][CH:10]=2)[CH:5](C(=O)C(F)(F)F)[NH:4][CH2:3]1.C(=O)([O-])[O-].[K+].[K+], predict the reaction product. The product is: [CH3:1][C:2]1([CH3:37])[C:11]2[C:6](=[CH:7][C:8]([NH:12][C:13]([N:15]3[CH2:20][CH2:19][N:18]([C:21]4[C:26]([C:27]([F:29])([F:28])[F:30])=[CH:25][CH:24]=[CH:23][N:22]=4)[CH2:17][CH2:16]3)=[O:14])=[CH:9][CH:10]=2)[CH2:5][NH:4][CH2:3]1.